From a dataset of Reaction yield outcomes from USPTO patents with 853,638 reactions. Predict the reaction yield, written as a fraction of the theoretical maximum amount of product (1.0 means a 100% yield; for example, 0.34 means a 34% yield). The reactants are [CH:1]1([OH:8])[CH2:6][CH2:5][CH2:4][CH:3]([OH:7])[CH2:2]1.[Si:9](OC1CCC(N2CC(B3OC(C)(C)C(C)(C)O3)=CN2)C1)([C:12]([CH3:15])([CH3:14])[CH3:13])([CH3:11])[CH3:10]. No catalyst specified. The product is [C:12]([Si:9]([CH3:11])([CH3:10])[O:7][CH:3]1[CH2:4][CH2:5][CH2:6][CH:1]([OH:8])[CH2:2]1)([CH3:15])([CH3:14])[CH3:13]. The yield is 0.350.